This data is from Reaction yield outcomes from USPTO patents with 853,638 reactions. The task is: Predict the reaction yield, written as a fraction of the theoretical maximum amount of product (1.0 means a 100% yield; for example, 0.34 means a 34% yield). (1) The product is [CH2:1]([O:5][C:6]1[CH:10]=[C:9]([CH2:11][CH2:12][S:13]([NH:16][C:36](=[O:37])[O:38][CH2:39][CH:40]=[CH2:41])(=[O:14])=[O:15])[N:8]([CH2:17][C:18]2[CH:23]=[CH:22][C:21]([Cl:24])=[CH:20][C:19]=2[Cl:25])[N:7]=1)[CH2:2][CH2:3][CH3:4]. The reactants are [CH2:1]([O:5][C:6]1[CH:10]=[C:9]([CH2:11][CH2:12][S:13]([NH2:16])(=[O:15])=[O:14])[N:8]([CH2:17][C:18]2[CH:23]=[CH:22][C:21]([Cl:24])=[CH:20][C:19]=2[Cl:25])[N:7]=1)[CH2:2][CH2:3][CH3:4].C(N(CC)C(C)C)(C)C.Cl[C:36]([O:38][CH2:39][CH:40]=[CH2:41])=[O:37]. The catalyst is CN(C)C1C=CN=CC=1.CN(C)C(=O)C. The yield is 0.550. (2) The reactants are [NH2:1][C:2]1[CH:10]=[C:9]([O:11][CH3:12])[CH:8]=[C:7]([O:13][CH3:14])[C:3]=1[C:4]([NH2:6])=[O:5].[OH:15][C:16]1[CH:23]=[CH:22][C:19]([CH:20]=O)=[CH:18][C:17]=1[O:24][CH3:25].COC1C=C(OC)C=C2C=1C(=O)NC(C1C=CC=CN=1)=N2. No catalyst specified. The product is [OH:15][C:16]1[CH:23]=[CH:22][C:19]([C:20]2[NH:6][C:4](=[O:5])[C:3]3[C:2](=[CH:10][C:9]([O:11][CH3:12])=[CH:8][C:7]=3[O:13][CH3:14])[N:1]=2)=[CH:18][C:17]=1[O:24][CH3:25]. The yield is 0.360. (3) The reactants are [CH3:1][C:2]1[C:14]([CH3:15])=[CH:13][CH:12]=[CH:11][C:3]=1[O:4][CH2:5][C:6](OCC)=[O:7].[BH4-].[Li+]. The catalyst is C1COCC1. The product is [CH3:1][C:2]1[C:14]([CH3:15])=[CH:13][CH:12]=[CH:11][C:3]=1[O:4][CH2:5][CH2:6][OH:7]. The yield is 0.780. (4) The reactants are [CH:1]([C:4]1[CH:12]=[CH:11][C:10]2[NH:9][C:8]3[CH2:13][CH2:14][N:15]([CH3:17])[CH2:16][C:7]=3[C:6]=2[CH:5]=1)([CH3:3])[CH3:2].[OH-].[K+].[CH3:20][C:21]1[N:26]=[CH:25][C:24]([CH:27]=[CH2:28])=[CH:23][N:22]=1. The catalyst is CN1CCCC1=O.O. The product is [CH:1]([C:4]1[CH:12]=[CH:11][C:10]2[N:9]([CH2:28][CH2:27][C:24]3[CH:23]=[N:22][C:21]([CH3:20])=[N:26][CH:25]=3)[C:8]3[CH2:13][CH2:14][N:15]([CH3:17])[CH2:16][C:7]=3[C:6]=2[CH:5]=1)([CH3:3])[CH3:2]. The yield is 0.240. (5) The reactants are Cl[C:2]1[N:7]([C:8]2[CH:13]=[CH:12][CH:11]=[C:10]([N+:14]([O-:16])=[O:15])[CH:9]=2)[C:6](=[O:17])[N:5]([CH:18]2[CH2:20][CH2:19]2)[C:4](=[O:21])[CH:3]=1.C(O)C.[CH3:25][NH2:26]. The catalyst is CO. The product is [CH:18]1([N:5]2[C:4](=[O:21])[CH:3]=[C:2]([NH:26][CH3:25])[N:7]([C:8]3[CH:13]=[CH:12][CH:11]=[C:10]([N+:14]([O-:16])=[O:15])[CH:9]=3)[C:6]2=[O:17])[CH2:20][CH2:19]1. The yield is 0.550. (6) The reactants are [CH3:1][S:2](Cl)(=[O:4])=[O:3].[CH2:6]([O:13][CH2:14][CH2:15][O:16][CH2:17][CH2:18][OH:19])[C:7]1[CH:12]=[CH:11][CH:10]=[CH:9][CH:8]=1.CCN(CC)CC. The catalyst is C(Cl)Cl. The product is [CH3:1][S:2]([O:19][CH2:18][CH2:17][O:16][CH2:15][CH2:14][O:13][CH2:6][C:7]1[CH:12]=[CH:11][CH:10]=[CH:9][CH:8]=1)(=[O:4])=[O:3]. The yield is 1.00. (7) The yield is 0.100. The product is [O:4]=[CH:5][C@@H:6]([C@H:8]([C@@H:10]([C@@H:12]([CH2:14][OH:15])[OH:13])[OH:11])[OH:9])[OH:7].[Cl-:3].[Na+:2]. The reactants are [OH-].[Na+:2].[ClH:3].[O:4]=[CH:5][C@@H:6]([C@H:8]([C@@H:10]([C@@H:12]([CH2:14][OH:15])[OH:13])[OH:11])[OH:9])[OH:7]. The catalyst is O.